From a dataset of Reaction yield outcomes from USPTO patents with 853,638 reactions. Predict the reaction yield, written as a fraction of the theoretical maximum amount of product (1.0 means a 100% yield; for example, 0.34 means a 34% yield). (1) The reactants are [CH:1]1([C:4]([C:6]2[C:14]3[C:9](=[N:10][CH:11]=[C:12]([N+:15]([O-])=O)[CH:13]=3)[NH:8][N:7]=2)=[O:5])[CH2:3][CH2:2]1. The catalyst is CCOC(C)=O.C(=O)(O)[O-]. The product is [NH2:15][C:12]1[CH:13]=[C:14]2[C:6]([C:4]([CH:1]3[CH2:2][CH2:3]3)=[O:5])=[N:7][NH:8][C:9]2=[N:10][CH:11]=1. The yield is 0.800. (2) The reactants are C(O[C:4]([C:6]12[CH2:13][CH2:12][C:9]([C:14]([OH:16])=[O:15])([CH2:10][CH2:11]1)[CH2:8][CH2:7]2)=O)C.Cl.[NH2:18][C:19]1[C:20](=[O:33])[N:21]([CH2:30][CH2:31][CH3:32])[C:22](=[O:29])[N:23]([CH2:26][CH2:27][CH3:28])[C:24]=1[NH2:25].CCN(CC)CC.CN(C(ON1N=NC2C=CC=NC1=2)=[N+](C)C)C.F[P-](F)(F)(F)(F)F.[OH-].[K+]. The catalyst is O.CC(O)C.C(#N)C. The product is [O:29]=[C:22]1[N:23]([CH2:26][CH2:27][CH3:28])[C:24]2[N:25]=[C:4]([C:6]34[CH2:7][CH2:8][C:9]([C:14]([OH:16])=[O:15])([CH2:10][CH2:11]3)[CH2:12][CH2:13]4)[NH:18][C:19]=2[C:20](=[O:33])[N:21]1[CH2:30][CH2:31][CH3:32]. The yield is 0.870. (3) The reactants are Cl[C:2]1[N:3]=[N:4][C:5]([CH3:8])=[CH:6][CH:7]=1.[CH2:9]([NH2:16])[C:10]1[CH:15]=[CH:14][CH:13]=[CH:12][CH:11]=1.CC(C)([O-])C.[Na+]. The catalyst is C1(C)C=CC=CC=1.CC(P(C(C)(C)C)C1[CH-]C=CC=1)(C)C.CC(P(C(C)(C)C)C1[CH-]C=CC=1)(C)C.[Cl-].[Cl-].[Fe+2].[Pd+2]. The product is [CH2:9]([NH:16][C:2]1[N:3]=[N:4][C:5]([CH3:8])=[CH:6][CH:7]=1)[C:10]1[CH:15]=[CH:14][CH:13]=[CH:12][CH:11]=1. The yield is 0.910. (4) The reactants are Br[C:2]1[CH:3]=[C:4]([C:7]2[CH:8]=[N:9][CH:10]=[CH:11][CH:12]=2)[S:5][CH:6]=1.[B:13]1([B:13]2[O:18][CH2:17][C:16]([CH3:20])([CH3:19])[CH2:15][O:14]2)[O:18][CH2:17][C:16]([CH3:20])([CH3:19])[CH2:15][O:14]1.CC([O-])=O.[K+]. The catalyst is O1CCOCC1.C1C=CC(P(C2C=CC=CC=2)[C-]2C=CC=C2)=CC=1.C1C=CC(P(C2C=CC=CC=2)[C-]2C=CC=C2)=CC=1.Cl[Pd]Cl.[Fe+2]. The product is [CH3:19][C:16]1([CH3:20])[CH2:17][O:18][B:13]([C:2]2[CH:3]=[C:4]([C:7]3[CH:8]=[N:9][CH:10]=[CH:11][CH:12]=3)[S:5][CH:6]=2)[O:14][CH2:15]1. The yield is 0.850. (5) The reactants are [N+:1]([C:4]1[N:5]=[CH:6][NH:7][CH:8]=1)([O-:3])=[O:2].Br[CH:10]([CH3:12])[CH3:11].C(=O)([O-])[O-].[K+].[K+]. The catalyst is [I-].C([N+](CCCC)(CCCC)CCCC)CCC.C(#N)C. The product is [CH:10]([N:7]1[CH:8]=[C:4]([N+:1]([O-:3])=[O:2])[N:5]=[CH:6]1)([CH3:12])[CH3:11]. The yield is 0.390. (6) The reactants are [N:1]1([C:6]([C:8]2[CH:16]=[CH:15][C:11]([C:12]([OH:14])=O)=[CH:10][CH:9]=2)=[O:7])[CH2:5][CH2:4][CH2:3][CH2:2]1.CN(C(ON1N=NC2C=CC=CC1=2)=[N+](C)C)C.[B-](F)(F)(F)F.C(N(C(C)C)CC)(C)C.[Cl:48][C:49]1[CH:60]=[CH:59][C:52]2[NH:53][C:54]([CH:56]([NH2:58])[CH3:57])=[N:55][C:51]=2[CH:50]=1.ClCl. The catalyst is O1CCCC1.C(Cl)Cl.C(O)C. The product is [Cl:48][C:49]1[CH:60]=[CH:59][C:52]2[NH:53][C:54]([CH:56]([NH:58][C:12](=[O:14])[C:11]3[CH:10]=[CH:9][C:8]([C:6]([N:1]4[CH2:2][CH2:3][CH2:4][CH2:5]4)=[O:7])=[CH:16][CH:15]=3)[CH3:57])=[N:55][C:51]=2[CH:50]=1. The yield is 0.980. (7) The reactants are Br[C:2]1[CH:7]=[CH:6][C:5]([C:8]2([CH:11]=[O:12])[CH2:10][CH2:9]2)=[CH:4][CH:3]=1.[B:13]1([B:13]2[O:17][C:16]([CH3:19])([CH3:18])[C:15]([CH3:21])([CH3:20])[O:14]2)[O:17][C:16]([CH3:19])([CH3:18])[C:15]([CH3:21])([CH3:20])[O:14]1.C(Cl)Cl.C([O-])(=O)C.[K+]. The catalyst is O1CCOCC1.C1C=CC(P(C2C=CC=CC=2)[C-]2C=CC=C2)=CC=1.C1C=CC(P(C2C=CC=CC=2)[C-]2C=CC=C2)=CC=1.Cl[Pd]Cl.[Fe+2]. The product is [CH3:20][C:15]1([CH3:21])[C:16]([CH3:19])([CH3:18])[O:17][B:13]([C:2]2[CH:7]=[CH:6][C:5]([C:8]3([CH:11]=[O:12])[CH2:10][CH2:9]3)=[CH:4][CH:3]=2)[O:14]1. The yield is 0.530. (8) The product is [NH:8]1[CH2:13][CH2:12][CH:11]([CH2:14][CH2:15][O:16][C:17]2[CH:26]=[C:25]3[C:20]([C:21](=[O:35])[N:22]([CH2:27][O:28][C:29](=[O:34])[C:30]([CH3:33])([CH3:31])[CH3:32])[CH:23]=[N:24]3)=[CH:19][C:18]=2[O:36][CH3:37])[CH2:10][CH2:9]1. The yield is 1.00. The catalyst is C(Cl)Cl. The reactants are C(OC([N:8]1[CH2:13][CH2:12][CH:11]([CH2:14][CH2:15][O:16][C:17]2[CH:26]=[C:25]3[C:20]([C:21](=[O:35])[N:22]([CH2:27][O:28][C:29](=[O:34])[C:30]([CH3:33])([CH3:32])[CH3:31])[CH:23]=[N:24]3)=[CH:19][C:18]=2[O:36][CH3:37])[CH2:10][CH2:9]1)=O)(C)(C)C.C(O)(C(F)(F)F)=O.O.C(=O)([O-])O.[Na+]. (9) The reactants are [CH3:1][S:2]([C:5]1[CH:10]=[CH:9][CH:8]=[CH:7][C:6]=1[OH:11])(=[O:4])=[O:3].C([O-])([O-])=O.[K+].[K+].Br[CH2:19][C:20]([O:22][CH2:23][CH3:24])=[O:21]. The catalyst is CC#N.O. The product is [CH3:1][S:2]([C:5]1[CH:10]=[CH:9][CH:8]=[CH:7][C:6]=1[O:11][CH2:19][C:20]([O:22][CH2:23][CH3:24])=[O:21])(=[O:3])=[O:4]. The yield is 0.940. (10) The reactants are CCN(C(C)C)C(C)C.[C:10]([C:12]1[CH:20]=[CH:19][C:15]([C:16]([OH:18])=O)=[CH:14][CH:13]=1)#[CH:11].C1C=CC2N(O)N=NC=2C=1.CCN=C=NCCCN(C)C.[NH2:42][CH2:43][C:44]([N:46]1[CH2:51][CH2:50][N:49]([C:52](=[O:64])[C:53]2[CH:58]=[C:57]([F:59])[CH:56]=[CH:55][C:54]=2[C:60]([F:63])([F:62])[F:61])[CH2:48][CH2:47]1)=[O:45]. The catalyst is CN(C=O)C.O. The product is [C:10]([C:12]1[CH:13]=[CH:14][C:15]([C:16]([NH:42][CH2:43][C:44]([N:46]2[CH2:47][CH2:48][N:49]([C:52](=[O:64])[C:53]3[CH:58]=[C:57]([F:59])[CH:56]=[CH:55][C:54]=3[C:60]([F:62])([F:61])[F:63])[CH2:50][CH2:51]2)=[O:45])=[O:18])=[CH:19][CH:20]=1)#[CH:11]. The yield is 0.411.